From a dataset of Peptide-MHC class II binding affinity with 134,281 pairs from IEDB. Regression. Given a peptide amino acid sequence and an MHC pseudo amino acid sequence, predict their binding affinity value. This is MHC class II binding data. (1) The peptide sequence is DMLKLFEFNKKAIET. The MHC is DRB1_1101 with pseudo-sequence DRB1_1101. The binding affinity (normalized) is 0.594. (2) The binding affinity (normalized) is 0.343. The peptide sequence is FLHSEEGSRAYRNAL. The MHC is HLA-DQA10201-DQB10303 with pseudo-sequence HLA-DQA10201-DQB10303.